Dataset: Reaction yield outcomes from USPTO patents with 853,638 reactions. Task: Predict the reaction yield, written as a fraction of the theoretical maximum amount of product (1.0 means a 100% yield; for example, 0.34 means a 34% yield). (1) The reactants are [Cl:1][C:2]1[CH:10]=[CH:9][CH:8]=[C:7]([N+:11]([O-:13])=[O:12])[C:3]=1[C:4]([OH:6])=O.O=S(Cl)Cl.S(C1C=CC(C)=CC=1)(O)(=O)=O.[F:29][C@H:30]1[CH2:32][C@H:31]1[NH2:33].C([O-])(O)=O.[Na+]. The product is [Cl:1][C:2]1[CH:10]=[CH:9][CH:8]=[C:7]([N+:11]([O-:13])=[O:12])[C:3]=1[C:4]([NH:33][C@@H:31]1[CH2:32][C@@H:30]1[F:29])=[O:6]. The catalyst is C1(C)C=CC=CC=1.O1CCOCC1.O. The yield is 0.909. (2) The reactants are ClC(Cl)(Cl)CO[C:5](=[O:33])[NH:6][C:7]1[C:8]([CH3:32])=[C:9]([C:26]2[CH:31]=[CH:30][CH:29]=[CH:28][CH:27]=2)[C:10]2[O:14][CH2:13][CH:12]([C:15]3[CH:20]=[CH:19][C:18]([CH:21]([CH3:23])[CH3:22])=[CH:17][CH:16]=3)[C:11]=2[C:24]=1[CH3:25].[NH2:36][CH2:37][CH2:38][OH:39]. The catalyst is CCCCCC.C(OCC)(=O)C. The product is [OH:39][CH2:38][CH2:37][NH:36][C:5]([NH:6][C:7]1[C:8]([CH3:32])=[C:9]([C:26]2[CH:31]=[CH:30][CH:29]=[CH:28][CH:27]=2)[C:10]2[O:14][CH2:13][CH:12]([C:15]3[CH:20]=[CH:19][C:18]([CH:21]([CH3:22])[CH3:23])=[CH:17][CH:16]=3)[C:11]=2[C:24]=1[CH3:25])=[O:33]. The yield is 0.590. (3) The reactants are [C:1]1([C:13]([NH:15][CH2:16][CH2:17][CH2:18][CH2:19][CH2:20][CH2:21][C:22]([O:24]C)=[O:23])=[O:14])[C:11]2=[C:12]3[C:7](=[CH:8][CH:9]=[CH:10]2)[CH2:6][CH2:5][CH2:4][N:3]3[CH:2]=1.O.[OH-].[Li+].Cl. The catalyst is O1CCCC1.CO.O. The product is [C:1]1([C:13]([NH:15][CH2:16][CH2:17][CH2:18][CH2:19][CH2:20][CH2:21][C:22]([OH:24])=[O:23])=[O:14])[C:11]2=[C:12]3[C:7](=[CH:8][CH:9]=[CH:10]2)[CH2:6][CH2:5][CH2:4][N:3]3[CH:2]=1. The yield is 1.00. (4) The reactants are [NH2:1][C:2]1[N:3]=[C:4]([CH2:12][CH3:13])[N:5]([CH3:11])[C:6]=1[C:7]([O:9][CH3:10])=[O:8].[CH:14](=O)[CH2:15][CH3:16].C(O[BH-](OC(=O)C)OC(=O)C)(=O)C.[Na+]. The catalyst is C(Cl)Cl. The product is [CH2:12]([C:4]1[N:5]([CH3:11])[C:6]([C:7]([O:9][CH3:10])=[O:8])=[C:2]([NH:1][CH2:14][CH2:15][CH3:16])[N:3]=1)[CH3:13]. The yield is 1.00.